From a dataset of Reaction yield outcomes from USPTO patents with 853,638 reactions. Predict the reaction yield, written as a fraction of the theoretical maximum amount of product (1.0 means a 100% yield; for example, 0.34 means a 34% yield). The reactants are C(OC([NH:8][C@H:9]1[C@@H:14]([N:15]2[CH:19]=[CH:18][N:17]=[N:16]2)[C@@H:13]([CH3:20])[CH2:12][N:11]([C:21]2[CH:26]=[CH:25][N:24]=[CH:23][C:22]=2[NH:27][C:28]([C:30]2[C:39]([NH:40]C(=O)OCC3C=CC=CC=3)=[CH:38][C:37]3[C:32](=[CH:33][C:34]([N:51]4[CH2:56][CH2:55][O:54][CH2:53][CH2:52]4)=[CH:35][CH:36]=3)[N:31]=2)=[O:29])[CH2:10]1)=O)(C)(C)C.C1COCC1.Cl.O1CCOCC1. The catalyst is CO. The product is [NH2:40][C:39]1[C:30]([C:28]([NH:27][C:22]2[CH:23]=[N:24][CH:25]=[CH:26][C:21]=2[N:11]2[CH2:12][C@H:13]([CH3:20])[C@H:14]([N:15]3[CH:19]=[CH:18][N:17]=[N:16]3)[C@H:9]([NH2:8])[CH2:10]2)=[O:29])=[N:31][C:32]2[C:37]([CH:38]=1)=[CH:36][CH:35]=[C:34]([N:51]1[CH2:52][CH2:53][O:54][CH2:55][CH2:56]1)[CH:33]=2. The yield is 0.640.